The task is: Predict the reaction yield, written as a fraction of the theoretical maximum amount of product (1.0 means a 100% yield; for example, 0.34 means a 34% yield).. This data is from Reaction yield outcomes from USPTO patents with 853,638 reactions. The reactants are [Cl:1][C:2]1[CH:3]=[C:4]([CH2:10][C:11]([O:13][CH3:14])=[O:12])[CH:5]=[CH:6][C:7]=1[C:8]#[N:9].[H-].[Na+].I[CH3:18]. The catalyst is CN(C)C=O.O.C(OCC)(=O)C. The product is [Cl:1][C:2]1[CH:3]=[C:4]([CH:10]([CH3:18])[C:11]([O:13][CH3:14])=[O:12])[CH:5]=[CH:6][C:7]=1[C:8]#[N:9]. The yield is 0.650.